This data is from Reaction yield outcomes from USPTO patents with 853,638 reactions. The task is: Predict the reaction yield, written as a fraction of the theoretical maximum amount of product (1.0 means a 100% yield; for example, 0.34 means a 34% yield). The reactants are [N:1]([CH2:4][CH2:5][CH2:6][CH2:7][CH2:8][C:9]([O:11]CC)=[O:10])=[N+:2]=[N-:3].[OH-].[K+].O. The catalyst is CO. The product is [N:1]([CH2:4][CH2:5][CH2:6][CH2:7][CH2:8][C:9]([OH:11])=[O:10])=[N+:2]=[N-:3]. The yield is 0.930.